From a dataset of NCI-60 drug combinations with 297,098 pairs across 59 cell lines. Regression. Given two drug SMILES strings and cell line genomic features, predict the synergy score measuring deviation from expected non-interaction effect. (1) Drug 1: C1=CC(=CC=C1CC(C(=O)O)N)N(CCCl)CCCl.Cl. Drug 2: CS(=O)(=O)CCNCC1=CC=C(O1)C2=CC3=C(C=C2)N=CN=C3NC4=CC(=C(C=C4)OCC5=CC(=CC=C5)F)Cl. Cell line: SK-MEL-5. Synergy scores: CSS=11.6, Synergy_ZIP=2.50, Synergy_Bliss=10.4, Synergy_Loewe=-1.07, Synergy_HSA=2.26. (2) Drug 1: C1CCC(C1)C(CC#N)N2C=C(C=N2)C3=C4C=CNC4=NC=N3. Drug 2: CC(C)NC(=O)C1=CC=C(C=C1)CNNC.Cl. Cell line: HL-60(TB). Synergy scores: CSS=28.5, Synergy_ZIP=35.2, Synergy_Bliss=26.9, Synergy_Loewe=9.00, Synergy_HSA=14.0.